This data is from Catalyst prediction with 721,799 reactions and 888 catalyst types from USPTO. The task is: Predict which catalyst facilitates the given reaction. Reactant: [Si]([O:8][CH2:9][CH2:10][CH2:11][NH:12][S:13]([C:16]1[CH:21]=[C:20]([F:22])[C:19]([CH2:23][S:24][C:25]2[N:26]([C:42]3[CH:47]=[CH:46][C:45]([F:48])=[CH:44][CH:43]=3)[C:27]([C:30]([C:33]3[CH:38]=[CH:37][C:36]([F:39])=[C:35]([O:40][CH3:41])[CH:34]=3)([CH3:32])[CH3:31])=[CH:28][N:29]=2)=[C:18]([Cl:49])[CH:17]=1)(=[O:15])=[O:14])(C(C)(C)C)(C)C.CCCC[N+](CCCC)(CCCC)CCCC.[F-]. Product: [Cl:49][C:18]1[CH:17]=[C:16]([S:13]([NH:12][CH2:11][CH2:10][CH2:9][OH:8])(=[O:15])=[O:14])[CH:21]=[C:20]([F:22])[C:19]=1[CH2:23][S:24][C:25]1[N:26]([C:42]2[CH:43]=[CH:44][C:45]([F:48])=[CH:46][CH:47]=2)[C:27]([C:30]([C:33]2[CH:38]=[CH:37][C:36]([F:39])=[C:35]([O:40][CH3:41])[CH:34]=2)([CH3:31])[CH3:32])=[CH:28][N:29]=1. The catalyst class is: 1.